Task: Predict which catalyst facilitates the given reaction.. Dataset: Catalyst prediction with 721,799 reactions and 888 catalyst types from USPTO (1) Reactant: [C:1]([N:5]1[C:9]([OH:10])=[CH:8][C:7]([C:11]([F:14])([F:13])[F:12])=[N:6]1)([CH3:4])([CH3:3])[CH3:2].C1(P(C2C=CC=CC=2)C2C=CC=CC=2)C=CC=CC=1.[F:34][CH:35]([F:38])[CH2:36]O.N(C(OC(C)C)=O)=NC(OC(C)C)=O. Product: [C:1]([N:5]1[C:9]([O:10][CH2:36][CH:35]([F:38])[F:34])=[CH:8][C:7]([C:11]([F:13])([F:14])[F:12])=[N:6]1)([CH3:4])([CH3:2])[CH3:3]. The catalyst class is: 30. (2) The catalyst class is: 1. Reactant: CON(C)[C:4]([C:6]1[CH:7]=[C:8]2[C:13](=[CH:14][CH:15]=1)[N:12]=[CH:11][CH:10]=[N:9]2)=[O:5].CC(C[AlH]CC(C)C)C. Product: [N:12]1[C:13]2[C:8](=[CH:7][C:6]([CH:4]=[O:5])=[CH:15][CH:14]=2)[N:9]=[CH:10][CH:11]=1. (3) Reactant: [Cl:1][C:2]1[CH:11]=[C:10]([C:12](=O)[CH3:13])[C:9]([N:15]2[CH2:20][CH2:19][N:18]([C:21]([C:23]3[CH:27]=[C:26]([CH3:28])[O:25][N:24]=3)=[O:22])[CH2:17][CH2:16]2)=[C:8]2[C:3]=1[CH:4]=[CH:5][CH:6]=[N:7]2.C([O-])(=O)C.[NH4+].C([BH3-])#[N:35].[Na+].O1CCCC1. Product: [Cl:1][C:2]1[CH:11]=[C:10]([CH:12]([NH2:35])[CH3:13])[C:9]([N:15]2[CH2:16][CH2:17][N:18]([C:21]([C:23]3[CH:27]=[C:26]([CH3:28])[O:25][N:24]=3)=[O:22])[CH2:19][CH2:20]2)=[C:8]2[C:3]=1[CH:4]=[CH:5][CH:6]=[N:7]2. The catalyst class is: 449. (4) The catalyst class is: 9. Reactant: [Cl:1][C:2]1[CH:35]=[CH:34][C:5]([O:6][CH2:7][C:8]2[N:12]([CH2:13][CH2:14][CH2:15][CH:16]3[CH2:21][CH2:20][CH2:19][N:18]([C:22]([O:24][C:25]([CH3:28])([CH3:27])[CH3:26])=[O:23])[CH2:17]3)[C:11]3[CH:29]=[CH:30][CH:31]=[C:32]([OH:33])[C:10]=3[N:9]=2)=[CH:4][CH:3]=1.[H-].[Na+].[CH2:38](Br)[CH2:39][CH2:40][CH2:41][CH3:42]. Product: [Cl:1][C:2]1[CH:3]=[CH:4][C:5]([O:6][CH2:7][C:8]2[N:12]([CH2:13][CH2:14][CH2:15][CH:16]3[CH2:21][CH2:20][CH2:19][N:18]([C:22]([O:24][C:25]([CH3:28])([CH3:27])[CH3:26])=[O:23])[CH2:17]3)[C:11]3[CH:29]=[CH:30][CH:31]=[C:32]([O:33][CH2:42][CH2:41][CH2:40][CH2:39][CH2:38][CH:20]4[CH2:21][CH2:16][CH2:17][N:18]([C:22]([O:24][C:25]([CH3:28])([CH3:27])[CH3:26])=[O:23])[CH2:19]4)[C:10]=3[N:9]=2)=[CH:34][CH:35]=1. (5) Product: [NH2:27][C@H:22]1[CH2:23][CH2:24][CH2:25][CH2:26][C@H:21]1[NH:20][C:6]1[N:7]=[C:8]([NH:9][C:10]2[CH:18]=[CH:17][CH:16]=[C:15]3[C:11]=2[CH:12]=[CH:13][N:14]3[CH3:19])[C:3]([C:1]#[N:2])=[N:4][CH:5]=1. Reactant: [C:1]([C:3]1[N:4]=[CH:5][C:6]([NH:20][C@@H:21]2[CH2:26][CH2:25][CH2:24][CH2:23][C@@H:22]2[NH:27]C(=O)OC(C)(C)C)=[N:7][C:8]=1[NH:9][C:10]1[CH:18]=[CH:17][CH:16]=[C:15]2[C:11]=1[CH:12]=[CH:13][N:14]2[CH3:19])#[N:2]. The catalyst class is: 67. (6) Reactant: N#N.O[CH2:4][C:5]1[O:9][N:8]=[C:7]([C:10](=[O:12])[CH3:11])[CH:6]=1.CCN(CC)CC.S([Cl:24])(C)(=O)=O. Product: [Cl:24][CH2:4][C:5]1[O:9][N:8]=[C:7]([C:10](=[O:12])[CH3:11])[CH:6]=1. The catalyst class is: 64. (7) Reactant: O[CH2:2][P:3](=[O:10])([O:7][CH2:8][CH3:9])[O:4][CH2:5][CH3:6].[H-].[Na+].Br[CH2:14][C:15]1[CH:20]=[C:19]([CH3:21])[CH:18]=[C:17](C)[N:16]=1. Product: [CH2:5]([O:4][P:3]([CH2:2][C:17]1[CH:18]=[C:19]([CH3:21])[CH:20]=[C:15]([CH3:14])[N:16]=1)([O:7][CH2:8][CH3:9])=[O:10])[CH3:6]. The catalyst class is: 11. (8) Reactant: C(N(CC)CC)C.[NH2:8][C:9]1[CH:10]=[N:11][C:12]2[C:17]([C:18]=1[NH:19][CH2:20][CH2:21][NH:22][C:23](=[O:29])[O:24][C:25]([CH3:28])([CH3:27])[CH3:26])=[CH:16][CH:15]=[C:14]([O:30][CH2:31][C:32]1[CH:37]=[CH:36][CH:35]=[CH:34][CH:33]=1)[CH:13]=2.[Cl:38][CH2:39][C:40](Cl)=O. Product: [CH2:31]([O:30][C:14]1[CH:15]=[CH:16][C:17]2[C:18]3[N:19]([CH2:20][CH2:21][NH:22][C:23](=[O:29])[O:24][C:25]([CH3:28])([CH3:27])[CH3:26])[C:40]([CH2:39][Cl:38])=[N:8][C:9]=3[CH:10]=[N:11][C:12]=2[CH:13]=1)[C:32]1[CH:33]=[CH:34][CH:35]=[CH:36][CH:37]=1. The catalyst class is: 4.